This data is from Reaction yield outcomes from USPTO patents with 853,638 reactions. The task is: Predict the reaction yield, written as a fraction of the theoretical maximum amount of product (1.0 means a 100% yield; for example, 0.34 means a 34% yield). (1) The yield is 0.640. The catalyst is C(Cl)Cl. The product is [Cl:29][C:27]1[C:26]([N+:30]([O-:32])=[O:31])=[CH:25][C:24]([OH:33])=[C:23]([NH:22][C:35]([NH:12][C:11]2[CH:10]=[CH:9][C:8]([CH2:7][C:4]3[CH:5]=[CH:6][N:1]=[CH:2][CH:3]=3)=[CH:14][CH:13]=2)=[O:36])[CH:28]=1. The reactants are [N:1]1[CH:6]=[CH:5][C:4]([CH2:7][C:8]2[CH:14]=[CH:13][C:11]([NH2:12])=[CH:10][CH:9]=2)=[CH:3][CH:2]=1.NC1C=CC=CC=1.[NH2:22][C:23]1[CH:28]=[C:27]([Cl:29])[C:26]([N+:30]([O-:32])=[O:31])=[CH:25][C:24]=1[OH:33].C[CH2:35][O:36]C(C)=O. (2) The reactants are [CH2:1]=[C:2]([C:4]1[N:5]=[CH:6][C:7]([O:10][C@H:11]2[CH2:32][N:14]3[CH2:15][CH2:16][N:17]([S:19]([C:22]4[CH:27]=[CH:26][CH:25]=[C:24]([C:28]([F:31])([F:30])[F:29])[CH:23]=4)(=[O:21])=[O:20])[CH2:18][C@@H:13]3[CH2:12]2)=[N:8][CH:9]=1)[CH3:3].[H][H]. The catalyst is C(O)C.[OH-].[OH-].[Pd+2]. The product is [CH:2]([C:4]1[N:5]=[CH:6][C:7]([O:10][C@H:11]2[CH2:32][N:14]3[CH2:15][CH2:16][N:17]([S:19]([C:22]4[CH:27]=[CH:26][CH:25]=[C:24]([C:28]([F:30])([F:31])[F:29])[CH:23]=4)(=[O:20])=[O:21])[CH2:18][C@@H:13]3[CH2:12]2)=[N:8][CH:9]=1)([CH3:3])[CH3:1]. The yield is 0.860. (3) The reactants are [N:1]1[CH:6]=[CH:5][CH:4]=[CH:3][C:2]=1[CH2:7][N:8]1[C:16]2[C:11](=[CH:12][C:13]([NH:17][C:18]3[C:27]4[C:26]([OH:28])=[CH:25][CH:24]=[CH:23][C:22]=4[N:21]=[CH:20][N:19]=3)=[CH:14][CH:15]=2)[CH:10]=[N:9]1.[C:29]([O:34][CH3:35])(=[O:33])[C@H:30]([CH3:32])O.C1(P(C2C=CC=CC=2)C2C=CC=CC=2)C=CC=CC=1. The catalyst is C(Cl)Cl. The product is [N:1]1[CH:6]=[CH:5][CH:4]=[CH:3][C:2]=1[CH2:7][N:8]1[C:16]2[C:11](=[CH:12][C:13]([NH:17][C:18]3[C:27]4[C:22](=[CH:23][CH:24]=[CH:25][C:26]=4[O:28][C@H:30]([CH3:32])[C:29]([O:34][CH3:35])=[O:33])[N:21]=[CH:20][N:19]=3)=[CH:14][CH:15]=2)[CH:10]=[N:9]1. The yield is 0.800. (4) The reactants are C([NH:8][C:9]1[C:10]([CH3:23])=[C:11]([CH3:22])[C:12]2[O:16][C:15]([CH3:18])([CH3:17])[C:14](=[O:19])[C:13]=2[C:20]=1[CH3:21])C1C=CC=CC=1. The catalyst is C(OCC)(=O)C.CCCCCC. The product is [NH2:8][C:9]1[C:10]([CH3:23])=[C:11]([CH3:22])[C:12]2[O:16][C:15]([CH3:17])([CH3:18])[C:14](=[O:19])[C:13]=2[C:20]=1[CH3:21]. The yield is 0.880. (5) The reactants are [C:1]1([NH2:8])[CH:6]=[CH:5][CH:4]=[CH:3][C:2]=1[NH2:7].[OH-].[Na+].[C:11]([O:15][C:16](OC([O-])=O)=[O:17])([CH3:14])([CH3:13])[CH3:12]. The catalyst is O1CCOCC1. The product is [C:11]([O:15][C:16]([NH:7][C:2]1[CH:3]=[CH:4][CH:5]=[CH:6][C:1]=1[NH2:8])=[O:17])([CH3:14])([CH3:13])[CH3:12]. The yield is 0.328.